This data is from Catalyst prediction with 721,799 reactions and 888 catalyst types from USPTO. The task is: Predict which catalyst facilitates the given reaction. (1) The catalyst class is: 7. Reactant: [Cl:1][C:2]1[CH:3]=[C:4]2[C:9](=[CH:10][CH:11]=1)[NH:8][CH:7]([C:12]([F:15])([F:14])[F:13])[C:6]([C:16]([O:18]CC)=[O:17])=[CH:5]2.[OH-].[Na+].CO.O. Product: [Cl:1][C:2]1[CH:3]=[C:4]2[C:9](=[CH:10][CH:11]=1)[NH:8][CH:7]([C:12]([F:15])([F:13])[F:14])[C:6]([C:16]([OH:18])=[O:17])=[CH:5]2. (2) Reactant: [CH3:1][C:2]1[CH:17]=[CH:16][C:5]([NH:6][CH2:7][CH2:8][O:9][C:10]2[CH:15]=[CH:14][CH:13]=[CH:12][CH:11]=2)=[C:4]([N+:18]([O-])=O)[CH:3]=1.[H][H]. Product: [CH3:1][C:2]1[CH:3]=[C:4]([NH2:18])[C:5]([NH:6][CH2:7][CH2:8][O:9][C:10]2[CH:11]=[CH:12][CH:13]=[CH:14][CH:15]=2)=[CH:16][CH:17]=1. The catalyst class is: 470. (3) Reactant: [Br:1][C:2]1[CH:7]=[CH:6][C:5]([C:8]([CH3:14])([CH3:13])[C:9]([O:11]C)=[O:10])=[CH:4][CH:3]=1.[OH-].[Li+].O1CCOCC1.Cl. Product: [Br:1][C:2]1[CH:3]=[CH:4][C:5]([C:8]([CH3:14])([CH3:13])[C:9]([OH:11])=[O:10])=[CH:6][CH:7]=1. The catalyst class is: 170. (4) Reactant: C(OCC([NH:12][C:13]1[CH:18]=[C:17]([O:19][CH3:20])[C:16]([O:21][CH3:22])=[C:15]([O:23][CH3:24])[C:14]=1[NH:25][C:26](=O)[CH2:27][O:28]CC1C=CC=CC=1)=O)C1C=CC=CC=1.O.C1(C)C=CC(S(O)(=O)=O)=CC=1.CO.N. Product: [OH:28][CH2:27][C:26]1[NH:25][C:14]2[C:15]([O:23][CH3:24])=[C:16]([O:21][CH3:22])[C:17]([O:19][CH3:20])=[CH:18][C:13]=2[N:12]=1. The catalyst class is: 113. (5) Reactant: [C:1](=O)([O-])O.[Na+].Cl.[CH3:7][O:8][C:9]([C@H:11]1[CH2:16][CH2:15][C@H:14](CN)[CH2:13][CH2:12]1)=[O:10].C1C2C(COC(N=C=S)=O)C3C(=CC=CC=3)C=2C=CC=1.N1CCCCC1. Product: [CH3:7][O:8][C:9]([C:11]1([CH3:1])[CH2:12][CH2:13][CH2:14][CH2:15][CH2:16]1)=[O:10]. The catalyst class is: 22. (6) Reactant: [Cl:1][C:2]1[C:10]2[C:5](=[CH:6][CH:7]=[CH:8][CH:9]=2)[NH:4][C:3]=1[C:11]#[N:12].Cl.[NH2:14][OH:15].C(=O)([O-])O.[Na+].CO. Product: [Cl:1][C:2]1[C:10]2[C:5](=[CH:6][CH:7]=[CH:8][CH:9]=2)[NH:4][C:3]=1[C:11]([NH:14][OH:15])=[NH:12]. The catalyst class is: 6. (7) Reactant: [Cl:1][C:2]1[CH:7]=[CH:6][C:5]([N:8]=[C:9]2[N:13]([CH2:14][CH2:15][CH2:16][NH:17][CH2:18][C:19]([O:21][CH2:22][CH3:23])=[O:20])[C:12]([C:24]3[CH:29]=[CH:28][C:27]([F:30])=[CH:26][CH:25]=3)=[CH:11][S:10]2)=[C:4]([O:31][CH3:32])[CH:3]=1.[C:33](O[C:33]([O:35][C:36]([CH3:39])([CH3:38])[CH3:37])=[O:34])([O:35][C:36]([CH3:39])([CH3:38])[CH3:37])=[O:34]. Product: [C:36]([O:35][C:33]([N:17]([CH2:16][CH2:15][CH2:14][N:13]1[C:12]([C:24]2[CH:29]=[CH:28][C:27]([F:30])=[CH:26][CH:25]=2)=[CH:11][S:10][C:9]1=[N:8][C:5]1[CH:6]=[CH:7][C:2]([Cl:1])=[CH:3][C:4]=1[O:31][CH3:32])[CH2:18][C:19]([O:21][CH2:22][CH3:23])=[O:20])=[O:34])([CH3:39])([CH3:38])[CH3:37]. The catalyst class is: 7. (8) Reactant: C1(N=C=O)C=CC=CC=1.[C:10]([C:12]1[CH:17]=[CH:16][C:15]([CH3:18])=[CH:14][CH:13]=1)#[CH:11].[N+:19]([CH2:22][CH3:23])([O-])=[O:20].C(N(CC)CC)C. Product: [CH3:23][C:22]1[CH:11]=[C:10]([C:12]2[CH:17]=[CH:16][C:15]([CH3:18])=[CH:14][CH:13]=2)[O:20][N:19]=1. The catalyst class is: 638. (9) Reactant: [NH2:1][C:2]1[C:7]([C:8]([C:10]2[CH:15]=[C:14]([F:16])[CH:13]=[CH:12][C:11]=2[O:17][CH3:18])=[O:9])=[CH:6][N:5]=[C:4]([NH:19][CH:20]2[CH2:25][CH2:24][NH:23][CH2:22][CH2:21]2)[N:3]=1.C(N(C(C)C)CC)(C)C.[CH3:35][C:36]1[S:37][C:38]([CH3:45])=[CH:39][C:40]=1[S:41](Cl)(=[O:43])=[O:42]. Product: [NH2:1][C:2]1[C:7]([C:8]([C:10]2[CH:15]=[C:14]([F:16])[CH:13]=[CH:12][C:11]=2[O:17][CH3:18])=[O:9])=[CH:6][N:5]=[C:4]([NH:19][CH:20]2[CH2:21][CH2:22][N:23]([S:41]([C:40]3[CH:39]=[C:38]([CH3:45])[S:37][C:36]=3[CH3:35])(=[O:43])=[O:42])[CH2:24][CH2:25]2)[N:3]=1. The catalyst class is: 595. (10) Reactant: [NH2:1][C:2]([NH:4][C:5]1[CH:9]=[C:8]([C:10]2[CH:15]=[CH:14][C:13]([Cl:16])=[CH:12][CH:11]=2)[S:7][C:6]=1[C:17]([O:19]C)=O)=[O:3].C[Al](C)C.[NH2:25][C@H:26]1[CH2:31][CH2:30][CH2:29][N:28]([C:32]([O:34][C:35]([CH3:38])([CH3:37])[CH3:36])=[O:33])[CH2:27]1.[C@H](O)(C([O-])=O)[C@@H](O)C([O-])=O.[Na+].[K+]. Product: [NH2:1][C:2]([NH:4][C:5]1[CH:9]=[C:8]([C:10]2[CH:11]=[CH:12][C:13]([Cl:16])=[CH:14][CH:15]=2)[S:7][C:6]=1[C:17]([NH:25][C@H:26]1[CH2:31][CH2:30][CH2:29][N:28]([C:32]([O:34][C:35]([CH3:38])([CH3:37])[CH3:36])=[O:33])[CH2:27]1)=[O:19])=[O:3]. The catalyst class is: 1.